This data is from Reaction yield outcomes from USPTO patents with 853,638 reactions. The task is: Predict the reaction yield, written as a fraction of the theoretical maximum amount of product (1.0 means a 100% yield; for example, 0.34 means a 34% yield). (1) The reactants are Br[C:2]1[C:6]2=[N:7][CH:8]=[CH:9][C:10]([Cl:11])=[C:5]2[S:4][CH:3]=1.[F:12][C:13]1[CH:18]=[CH:17][C:16](B(O)O)=[C:15]([C:22]([F:25])([F:24])[F:23])[CH:14]=1.O1CCOCC1.[O-]P([O-])([O-])=O.[K+].[K+].[K+]. The catalyst is C(Cl)Cl.C1C=CC(P(C2C=CC=CC=2)[C-]2C=CC=C2)=CC=1.C1C=CC(P(C2C=CC=CC=2)[C-]2C=CC=C2)=CC=1.Cl[Pd]Cl.[Fe+2].C(Cl)Cl. The product is [Cl:11][C:10]1[CH:9]=[CH:8][N:7]=[C:6]2[C:2]([C:16]3[CH:17]=[CH:18][C:13]([F:12])=[CH:14][C:15]=3[C:22]([F:23])([F:25])[F:24])=[CH:3][S:4][C:5]=12. The yield is 0.910. (2) The reactants are [H-].[Na+].[CH:3]([OH:6])([CH3:5])[CH3:4].[Br:7][C:8]1[CH:15]=[CH:14][C:11]([CH2:12]Br)=[CH:10][CH:9]=1. The catalyst is CN(C)C=O. The product is [Br:7][C:8]1[CH:15]=[CH:14][C:11]([CH2:12][O:6][CH:3]([CH3:5])[CH3:4])=[CH:10][CH:9]=1. The yield is 0.850.